Dataset: Full USPTO retrosynthesis dataset with 1.9M reactions from patents (1976-2016). Task: Predict the reactants needed to synthesize the given product. (1) Given the product [OH:2][CH2:3][C:5]1[C:6]([C:15]2[C:20]([O:21][CH3:22])=[CH:19][C:18]([O:23][CH3:24])=[CH:17][C:16]=2[CH2:25][OH:26])=[C:7]([O:13][CH3:14])[CH:8]=[C:9]([O:11][CH3:12])[CH:10]=1, predict the reactants needed to synthesize it. The reactants are: C[O:2][C:3]([C:5]1[C:6]([C:15]2[C:16]([C:25](OC)=[O:26])=[CH:17][C:18]([O:23][CH3:24])=[CH:19][C:20]=2[O:21][CH3:22])=[C:7]([O:13][CH3:14])[CH:8]=[C:9]([O:11][CH3:12])[CH:10]=1)=O.[H-].[H-].[H-].[H-].[Li+].[Al+3]. (2) Given the product [Cl:1][C:2]1[N:7]=[C:6]([C:8]2[CH:9]=[C:10]([CH:20]=[CH:21][CH:22]=2)[CH2:11][N:12]([CH2:13][C:14]2[CH:15]=[N:16][CH:17]=[CH:18][CH:19]=2)[S:24]([CH3:23])(=[O:26])=[O:25])[CH:5]=[CH:4][N:3]=1, predict the reactants needed to synthesize it. The reactants are: [Cl:1][C:2]1[N:7]=[C:6]([C:8]2[CH:9]=[C:10]([CH:20]=[CH:21][CH:22]=2)[CH2:11][NH:12][CH2:13][C:14]2[CH:15]=[N:16][CH:17]=[CH:18][CH:19]=2)[CH:5]=[CH:4][N:3]=1.[CH3:23][S:24](Cl)(=[O:26])=[O:25]. (3) Given the product [CH3:22][N:23]([CH3:25])[CH:24]=[C:3]([C:2]([C:9]1[CH:19]=[CH:18][C:12]2[O:13][CH2:14][C:15](=[O:17])[NH:16][C:11]=2[CH:10]=1)=[O:1])[C:4]([O:6][CH2:7][CH3:8])=[O:5], predict the reactants needed to synthesize it. The reactants are: [O:1]=[C:2]([C:9]1[CH:19]=[CH:18][C:12]2[O:13][CH2:14][C:15](=[O:17])[NH:16][C:11]=2[CH:10]=1)[CH2:3][C:4]([O:6][CH2:7][CH3:8])=[O:5].CO[CH:22](OC)[N:23]([CH3:25])[CH3:24]. (4) Given the product [Cl:1][C:2]1[CH:7]=[CH:6][CH:5]=[CH:4][C:3]=1[C:8]1[CH:13]=[CH:12][N:11]=[CH:10][C:9]=1[NH2:14], predict the reactants needed to synthesize it. The reactants are: [Cl:1][C:2]1[CH:7]=[CH:6][CH:5]=[CH:4][C:3]=1[C:8]1[CH:13]=[CH:12][N:11]=[CH:10][C:9]=1[NH:14]C(=O)C(C)(C)C. (5) Given the product [CH2:30]([S:32]([N:3]1[CH2:8][CH2:7][CH2:6][CH:5]([NH:9][C:10]([NH:12][C:13]2[N:14]=[C:15]3[CH:21]=[CH:20][N:19]([CH2:22][O:23][CH2:24][CH2:25][Si:26]([CH3:29])([CH3:28])[CH3:27])[C:16]3=[N:17][CH:18]=2)=[O:11])[CH2:4]1)(=[O:34])=[O:33])[CH3:31], predict the reactants needed to synthesize it. The reactants are: Cl.Cl.[NH:3]1[CH2:8][CH2:7][CH2:6][CH:5]([NH:9][C:10]([NH:12][C:13]2[N:14]=[C:15]3[CH:21]=[CH:20][N:19]([CH2:22][O:23][CH2:24][CH2:25][Si:26]([CH3:29])([CH3:28])[CH3:27])[C:16]3=[N:17][CH:18]=2)=[O:11])[CH2:4]1.[CH2:30]([S:32](Cl)(=[O:34])=[O:33])[CH3:31]. (6) Given the product [Cl:1][C:2]1[CH:3]=[C:4]([C:11]2[CH:16]=[CH:15][CH:14]=[CH:13][N:12]=2)[CH:5]=[CH:6][CH:7]=1, predict the reactants needed to synthesize it. The reactants are: [Cl:1][C:2]1[CH:3]=[C:4]([Mg]Br)[CH:5]=[CH:6][CH:7]=1.Br[C:11]1[CH:16]=[CH:15][CH:14]=[CH:13][N:12]=1.[Cl-].[NH4+]. (7) Given the product [CH3:32][C:29]1([CH3:33])[CH2:30][CH2:31][CH:26]([N:18]([CH2:17][CH2:16][O:15][C:12]2[CH:11]=[CH:10][C:9]([C:5]3[CH:6]=[CH:7][CH:8]=[C:3]([C:1]4[N:34]=[CH:49][O:50][N:2]=4)[CH:4]=3)=[CH:14][CH:13]=2)[C:19](=[O:25])[O:20][C:21]([CH3:24])([CH3:23])[CH3:22])[CH2:27][CH2:28]1, predict the reactants needed to synthesize it. The reactants are: [C:1]([C:3]1[CH:4]=[C:5]([C:9]2[CH:14]=[CH:13][C:12]([O:15][CH2:16][CH2:17][N:18]([CH:26]3[CH2:31][CH2:30][C:29]([CH3:33])([CH3:32])[CH2:28][CH2:27]3)[C:19](=[O:25])[O:20][C:21]([CH3:24])([CH3:23])[CH3:22])=[CH:11][CH:10]=2)[CH:6]=[CH:7][CH:8]=1)#[N:2].[NH2:34]O.CC1C=CC(S(O)(=O)=O)=CC=1.O.C[CH2:49][OH:50]. (8) Given the product [Cl:1][C:2]1[CH:3]=[C:4]([CH:8]=[CH:9][N:10]=1)[C:5]([N:12]([O:13][CH3:14])[CH3:11])=[O:6], predict the reactants needed to synthesize it. The reactants are: [Cl:1][C:2]1[CH:3]=[C:4]([CH:8]=[CH:9][N:10]=1)[C:5](O)=[O:6].[CH3:11][NH:12][O:13][CH3:14].C(OCC)C. (9) Given the product [Cl:76][C:71]1[CH:70]=[C:69]([NH:68][C:59]2[C:58]3[C:63](=[CH:64][CH:65]=[C:56]([NH:55][CH2:54][C:51]4[CH:52]=[CH:53][C:48]([O:47][CH2:46][C:45]([OH:79])=[O:44])=[C:49]([C:77]#[N:78])[CH:50]=4)[CH:57]=3)[N:62]=[CH:61][C:60]=2[C:66]#[N:67])[CH:74]=[CH:73][C:72]=1[F:75], predict the reactants needed to synthesize it. The reactants are: C(OC(=O)COC1C=CC(CNC2C=C3C(=CC=2)N=CC(C#N)=C3NC2C=CC(F)=C(Cl)C=2)=CC=1Br)(C)(C)C.C([O:44][C:45](=[O:79])[CH2:46][O:47][C:48]1[CH:53]=[CH:52][C:51]([CH2:54][NH:55][C:56]2[CH:57]=[C:58]3[C:63](=[CH:64][CH:65]=2)[N:62]=[CH:61][C:60]([C:66]#[N:67])=[C:59]3[NH:68][C:69]2[CH:74]=[CH:73][C:72]([F:75])=[C:71]([Cl:76])[CH:70]=2)=[CH:50][C:49]=1[C:77]#[N:78])(C)(C)C.